This data is from Full USPTO retrosynthesis dataset with 1.9M reactions from patents (1976-2016). The task is: Predict the reactants needed to synthesize the given product. (1) Given the product [F:14][C:15]1[CH:20]=[CH:19][C:18]([S:21][CH:2]2[CH2:7][CH2:6][CH:5]([C:8]([O:10][CH2:11][CH3:12])=[O:9])[CH2:4][C:3]2=[O:13])=[CH:17][CH:16]=1, predict the reactants needed to synthesize it. The reactants are: Br[CH:2]1[CH2:7][CH2:6][CH:5]([C:8]([O:10][CH2:11][CH3:12])=[O:9])[CH2:4][C:3]1=[O:13].[F:14][C:15]1[CH:20]=[CH:19][C:18]([SH:21])=[CH:17][CH:16]=1.[OH-].[K+]. (2) Given the product [C:3]1([Si:20]([C:27]2[CH:32]=[CH:31][CH:30]=[CH:29][CH:28]=2)([C:21]2[CH:26]=[CH:25][CH:24]=[CH:23][CH:22]=2)[OH:2])[C:12]2[C:7](=[CH:8][CH:9]=[CH:10][CH:11]=2)[CH:6]=[CH:5][CH:4]=1, predict the reactants needed to synthesize it. The reactants are: [SiH3][OH:2].[C:3]1(Br)[C:12]2[C:7](=[CH:8][CH:9]=[CH:10][CH:11]=2)[CH:6]=[CH:5][CH:4]=1.C([Li])CCC.Cl[Si:20](Cl)([C:27]1[CH:32]=[CH:31][CH:30]=[CH:29][CH:28]=1)[C:21]1[CH:26]=[CH:25][CH:24]=[CH:23][CH:22]=1. (3) Given the product [NH2:23][C@H:13]([CH2:14][C:15]1[CH:16]=[CH:17][C:18]([O:21][CH3:22])=[CH:19][CH:20]=1)[C:12]([N:9]1[CH2:10][CH2:11][C:6]([C:1](=[O:5])[CH2:2][CH2:3][CH3:4])([CH:32]2[CH2:33][CH2:34][CH2:35][CH2:36][CH2:37]2)[CH2:7][CH2:8]1)=[O:31], predict the reactants needed to synthesize it. The reactants are: [C:1]([C:6]1([CH:32]2[CH2:37][CH2:36][CH2:35][CH2:34][CH2:33]2)[CH2:11][CH2:10][N:9]([C:12](=[O:31])[C@H:13]([NH:23]C(=O)OC(C)(C)C)[CH2:14][C:15]2[CH:20]=[CH:19][C:18]([O:21][CH3:22])=[CH:17][CH:16]=2)[CH2:8][CH2:7]1)(=[O:5])[CH2:2][CH2:3][CH3:4].[OH-].[Na+]. (4) Given the product [CH2:1]([C@H:8]1[CH2:9][N:10]([C:14]2[CH:19]=[CH:18][C:17]([O:20][CH3:21])=[C:16]([O:22][CH:23]3[CH2:27][CH2:26][CH2:25][CH2:24]3)[CH:15]=2)[CH2:11][CH2:12][N:13]1[C:30](=[O:29])[CH2:31][C:32]1[CH:33]=[N:34][NH:35][CH:36]=1)[C:2]1[CH:3]=[CH:4][CH:5]=[CH:6][CH:7]=1, predict the reactants needed to synthesize it. The reactants are: [CH2:1]([C@@H:8]1[NH:13][CH2:12][CH2:11][N:10]([C:14]2[CH:19]=[CH:18][C:17]([O:20][CH3:21])=[C:16]([O:22][CH:23]3[CH2:27][CH2:26][CH2:25][CH2:24]3)[CH:15]=2)[CH2:9]1)[C:2]1[CH:7]=[CH:6][CH:5]=[CH:4][CH:3]=1.C[O:29][C:30](=O)[CH2:31][C:32]1[CH:33]=[N:34][NH:35][CH:36]=1. (5) Given the product [NH2:1][C@H:4]1[CH2:28][CH2:27][C@@:26]2([CH3:29])[C:6](=[CH:7][CH2:8][C@@H:9]3[C@@H:25]2[CH2:24][CH2:23][C@@:22]2([CH3:30])[C@H:10]3[CH2:11][CH2:12][C@@H:13]2[C@H:14]([CH3:21])[CH2:15][CH2:16][CH2:17][CH:18]([CH3:20])[CH3:19])[CH2:5]1, predict the reactants needed to synthesize it. The reactants are: [N:1]([C@H:4]1[CH2:28][CH2:27][C@@:26]2([CH3:29])[C:6](=[CH:7][CH2:8][C@@H:9]3[C@@H:25]2[CH2:24][CH2:23][C@@:22]2([CH3:30])[C@H:10]3[CH2:11][CH2:12][C@@H:13]2[C@H:14]([CH3:21])[CH2:15][CH2:16][CH2:17][CH:18]([CH3:20])[CH3:19])[CH2:5]1)=[N+]=[N-].[H-].[H-].[H-].[H-].[Li+].[Al+3]. (6) The reactants are: [OH-].[Na+].[F:3][C:4]1[CH:5]=[C:6]([N:10]2[CH2:14][CH2:13][CH2:12][CH:11]2[C:15]2[CH:16]=[C:17]([C:33]([O:35]C)=[O:34])[CH:18]=[C:19]3[C:24]=2[O:23][C:22]([N:25]2[CH2:30][CH2:29][O:28][C@H:27]([CH3:31])[CH2:26]2)=[CH:21][C:20]3=[O:32])[CH:7]=[CH:8][CH:9]=1.Cl. Given the product [F:3][C:4]1[CH:5]=[C:6]([N:10]2[CH2:14][CH2:13][CH2:12][CH:11]2[C:15]2[CH:16]=[C:17]([C:33]([OH:35])=[O:34])[CH:18]=[C:19]3[C:24]=2[O:23][C:22]([N:25]2[CH2:30][CH2:29][O:28][C@H:27]([CH3:31])[CH2:26]2)=[CH:21][C:20]3=[O:32])[CH:7]=[CH:8][CH:9]=1, predict the reactants needed to synthesize it. (7) The reactants are: [O:1]1[CH2:6][CH2:5][N:4]([C:7]2[N:12]=[CH:11][C:10]([NH2:13])=[CH:9][CH:8]=2)[CH2:3][CH2:2]1.[N:14]#[C:15][NH2:16].[ClH:17]. Given the product [ClH:17].[N:4]1([C:7]2[N:12]=[CH:11][C:10]([NH:13][C:15]([NH2:16])=[NH:14])=[CH:9][CH:8]=2)[CH2:5][CH2:6][O:1][CH2:2][CH2:3]1, predict the reactants needed to synthesize it. (8) The reactants are: C[Si](I)(C)C.C[O:7][CH2:8][C@H:9]([CH3:38])[O:10][C:11]1[CH:12]=[C:13]([CH:23]=[C:24]([O:26][C:27]2[CH:32]=[CH:31][C:30]([C:33]3[N:37]=[CH:36][O:35][N:34]=3)=[CH:29][CH:28]=2)[CH:25]=1)[C:14]([NH:16][C:17]1[CH:21]=[CH:20][N:19]([CH3:22])[N:18]=1)=[O:15]. Given the product [OH:7][CH2:8][C@H:9]([CH3:38])[O:10][C:11]1[CH:12]=[C:13]([CH:23]=[C:24]([O:26][C:27]2[CH:32]=[CH:31][C:30]([C:33]3[N:37]=[CH:36][O:35][N:34]=3)=[CH:29][CH:28]=2)[CH:25]=1)[C:14]([NH:16][C:17]1[CH:21]=[CH:20][N:19]([CH3:22])[N:18]=1)=[O:15], predict the reactants needed to synthesize it. (9) Given the product [Cl:19][C:20]1[C:40]([C:2]2[CH:7]=[C:6]([NH:8][C:9](=[O:12])[CH2:10][CH3:11])[CH:5]=[CH:4][N:3]=2)=[CH:39][C:23]2[CH2:24][C:25]([C:31]3[CH:36]=[C:35]([Cl:37])[CH:34]=[C:33]([Cl:38])[CH:32]=3)([C:27]([F:29])([F:30])[F:28])[O:26][C:22]=2[CH:21]=1, predict the reactants needed to synthesize it. The reactants are: Br[C:2]1[CH:7]=[C:6]([NH:8][C:9](=[O:12])[CH2:10][CH3:11])[CH:5]=[CH:4][N:3]=1.C(=O)([O-])[O-].[K+].[K+].[Cl:19][C:20]1[C:40](B(O)O)=[CH:39][C:23]2[CH2:24][C:25]([C:31]3[CH:36]=[C:35]([Cl:37])[CH:34]=[C:33]([Cl:38])[CH:32]=3)([C:27]([F:30])([F:29])[F:28])[O:26][C:22]=2[CH:21]=1.